Dataset: Forward reaction prediction with 1.9M reactions from USPTO patents (1976-2016). Task: Predict the product of the given reaction. Given the reactants Cl.[CH2:2]([O:9][C:10]([NH:12][C@H:13]([C:16]1[CH:21]=[C:20]([CH3:22])[C:19]([CH3:23])=[CH:18][C:17]=1[CH:24]1[CH2:29][CH2:28][N:27]([C:30](OC(C)(C)C)=[O:31])[CH2:26][CH2:25]1)[CH2:14][CH3:15])=[O:11])[C:3]1[CH:8]=[CH:7][CH:6]=[CH:5][CH:4]=1.CCN(C(C)C)C(C)C.Cl.[C:47]([N:51]1[CH2:55][C@@H:54]([C:56]2[CH:61]=[CH:60][C:59]([F:62])=[CH:58][C:57]=2[F:63])[C@H:53](C(O)=O)[CH2:52]1)([CH3:50])([CH3:49])[CH3:48].CN(C(ON1N=NC2C=CC=NC1=2)=[N+](C)C)C.F[P-](F)(F)(F)(F)F, predict the reaction product. The product is: [C:47]([N:51]1[CH2:55][C@@H:54]([C:56]2[CH:61]=[CH:60][C:59]([F:62])=[CH:58][C:57]=2[F:63])[C@H:53]([C:30]([N:27]2[CH2:28][CH2:29][CH:24]([C:17]3[CH:18]=[C:19]([CH3:23])[C:20]([CH3:22])=[CH:21][C:16]=3[C@@H:13]([NH:12][C:10](=[O:11])[O:9][CH2:2][C:3]3[CH:4]=[CH:5][CH:6]=[CH:7][CH:8]=3)[CH2:14][CH3:15])[CH2:25][CH2:26]2)=[O:31])[CH2:52]1)([CH3:50])([CH3:48])[CH3:49].